Dataset: Catalyst prediction with 721,799 reactions and 888 catalyst types from USPTO. Task: Predict which catalyst facilitates the given reaction. (1) Reactant: [OH:1][C:2]1[CH:10]=[CH:9][C:5]([C:6]([OH:8])=[O:7])=[CH:4][C:3]=1[C:11]([F:14])([F:13])[F:12].[CH3:15]O. Product: [OH:1][C:2]1[CH:10]=[CH:9][C:5]([C:6]([O:8][CH3:15])=[O:7])=[CH:4][C:3]=1[C:11]([F:12])([F:13])[F:14]. The catalyst class is: 33. (2) The catalyst class is: 59. Product: [Cl:40][C:37]1[CH:38]=[CH:39][C:24]([NH:23][C:11]([C:2]2[CH:3]=[N:4][C:5]3[C:10](=[CH:9][CH:8]=[CH:7][CH:6]=3)[N:1]=2)=[O:12])=[C:25]([C:26]([NH:28][CH2:29][CH:30]2[CH2:35][CH2:34][CH2:33][CH2:32][CH2:31]2)=[O:27])[CH:36]=1. Reactant: [N:1]1[C:10]2[C:5](=[CH:6][CH:7]=[CH:8][CH:9]=2)[N:4]=[CH:3][C:2]=1[C:11](Cl)=[O:12].C(N(C(C)C)CC)(C)C.[NH2:23][C:24]1[CH:39]=[CH:38][C:37]([Cl:40])=[CH:36][C:25]=1[C:26]([NH:28][CH2:29][CH:30]1[CH2:35][CH2:34][CH2:33][CH2:32][CH2:31]1)=[O:27]. (3) Reactant: [CH2:1]([O:5][C:6]1[N:14]=[C:13]2[C:9]([NH:10][CH:11]=[N:12]2)=[C:8]([NH2:15])[N:7]=1)[CH2:2][CH2:3][CH3:4].C(=O)([O-])[O-].[K+].[K+].Br[CH2:23][CH2:24][O:25][C:26]1[CH:27]=[C:28]([CH:33]=[CH:34][CH:35]=1)[C:29]([O:31][CH3:32])=[O:30]. Product: [CH2:1]([O:5][C:6]1[N:14]=[C:13]2[C:9]([N:10]=[CH:11][N:12]2[CH2:23][CH2:24][O:25][C:26]2[CH:35]=[CH:34][CH:33]=[C:28]([C:29]([O:31][CH3:32])=[O:30])[CH:27]=2)=[C:8]([NH2:15])[N:7]=1)[CH2:2][CH2:3][CH3:4]. The catalyst class is: 3. (4) Reactant: [Cl:1][C:2]1[N:10]=[C:9]2[C:5]([N:6]=[CH:7][N:8]2[CH:11]2[CH2:16][CH2:15][CH2:14][CH2:13][O:12]2)=[C:4]([N:17]2[CH2:22][CH2:21][O:20][CH2:19][CH2:18]2)[N:3]=1.CN(C)CCN(C)C.[Li]CCCC.CN(C)[CH:38]=[O:39]. Product: [Cl:1][C:2]1[N:10]=[C:9]2[C:5]([N:6]=[C:7]([CH:38]=[O:39])[N:8]2[CH:11]2[CH2:16][CH2:15][CH2:14][CH2:13][O:12]2)=[C:4]([N:17]2[CH2:22][CH2:21][O:20][CH2:19][CH2:18]2)[N:3]=1. The catalyst class is: 1. (5) Reactant: [Br:1][C:2]1[CH:3]=[CH:4][C:5]([O:11][CH2:12][C:13]2[CH:18]=[CH:17][CH:16]=[CH:15][CH:14]=2)=[C:6]([CH:10]=1)[C:7](O)=[O:8].C[N:20]1CCOCC1.ClC(OCC(C)C)=O.N. Product: [Br:1][C:2]1[CH:3]=[CH:4][C:5]([O:11][CH2:12][C:13]2[CH:18]=[CH:17][CH:16]=[CH:15][CH:14]=2)=[C:6]([CH:10]=1)[C:7]([NH2:20])=[O:8]. The catalyst class is: 54. (6) Reactant: [CH3:1][N:2]([CH2:13][C:14]1[NH:18][C:17]2[CH:19]=[CH:20][CH:21]=[C:22](C(O)=O)[C:16]=2[N:15]=1)[CH:3]1[C:12]2[N:11]=[CH:10][CH:9]=[CH:8][C:7]=2[CH2:6][CH2:5][CH2:4]1.O=C1N(P(Cl)(N2CCOC2=O)=O)CCO1.[C@H:41]12[CH2:47][C@H:44]([NH:45][CH2:46]1)[CH2:43][N:42]2[C:48](OC(C)(C)C)=[O:49].C(N(CC)C(C)C)(C)C. Product: [C@H:41]12[CH2:47][C@H:44]([NH:45][CH2:46]1)[CH2:43][N:42]2[C:48]([C:22]1[C:16]2[N:15]=[C:14]([CH2:13][N:2]([CH3:1])[CH:3]3[C:12]4[N:11]=[CH:10][CH:9]=[CH:8][C:7]=4[CH2:6][CH2:5][CH2:4]3)[NH:18][C:17]=2[CH:19]=[CH:20][CH:21]=1)=[O:49]. The catalyst class is: 9. (7) Reactant: C1(C)C=CC=CC=1.O.C1(C)C=CC(S(O)(=O)=O)=CC=1.[CH2:20]([O:22][C:23]1[CH:28]=[CH:27][C:26]([C:29]2(O)[CH2:34][CH2:33][CH:32]([CH:35]3[CH2:39][CH2:38][CH:37]([CH2:40][CH2:41][CH3:42])[CH2:36]3)[CH2:31][CH2:30]2)=[C:25]([F:44])[C:24]=1[F:45])[CH3:21]. Product: [CH2:20]([O:22][C:23]1[CH:28]=[CH:27][C:26]([C:29]2[CH2:34][CH2:33][CH:32]([CH:35]3[CH2:39][CH2:38][CH:37]([CH2:40][CH2:41][CH3:42])[CH2:36]3)[CH2:31][CH:30]=2)=[C:25]([F:44])[C:24]=1[F:45])[CH3:21]. The catalyst class is: 6. (8) Reactant: [C:1](O)(=[O:9])[C:2]1[C:3](=[CH:5][CH:6]=[CH:7][CH:8]=1)[SH:4].[C:11]1([CH:18]=[CH:17][C:15]([OH:16])=[CH:14][CH:13]=1)[OH:12].C(=O)(O)[O-].[Na+].Cl. Product: [OH:12][C:11]1[C:18]2[C:1](=[O:9])[C:2]3[C:3](=[CH:5][CH:6]=[CH:7][CH:8]=3)[S:4][C:17]=2[C:15]([OH:16])=[CH:14][CH:13]=1. The catalyst class is: 65.